From a dataset of Forward reaction prediction with 1.9M reactions from USPTO patents (1976-2016). Predict the product of the given reaction. (1) Given the reactants [F:1][C:2]1[CH:3]=[CH:4][C:5]([O:40][CH3:41])=[C:6]([C:8]2[CH:13]=[CH:12][N:11]=[C:10]3[N:14](S(C4C=CC=CC=4)(=O)=O)[C:15]([C:17]4[CH2:21][N:20](C(OC(C)(C)C)=O)[C@@H:19]([CH2:29][OH:30])[CH:18]=4)=[CH:16][C:9]=23)[CH:7]=1.[OH-].[Na+].P(=O)(O)(O)O.Cl, predict the reaction product. The product is: [F:1][C:2]1[CH:3]=[CH:4][C:5]([O:40][CH3:41])=[C:6]([C:8]2[CH:13]=[CH:12][N:11]=[C:10]3[NH:14][C:15]([C:17]4[CH2:21][NH:20][C@@H:19]([CH2:29][OH:30])[CH:18]=4)=[CH:16][C:9]=23)[CH:7]=1. (2) Given the reactants [NH2:1][C:2]1[N:7]=[C:6]([NH:8][C@H:9]([C:11]2[N:16]=[C:15]3[CH:17]=[CH:18][N:19]([CH3:20])[C:14]3=[CH:13][C:12]=2[N:21]2[CH2:25][CH2:24][CH:23]([N:26]3C(=O)C4C(=CC=CC=4)C3=O)[CH2:22]2)[CH3:10])[C:5]([C:37]#[N:38])=[C:4]([CH3:39])[N:3]=1.O.NN, predict the reaction product. The product is: [NH2:1][C:2]1[N:7]=[C:6]([NH:8][C@H:9]([C:11]2[N:16]=[C:15]3[CH:17]=[CH:18][N:19]([CH3:20])[C:14]3=[CH:13][C:12]=2[N:21]2[CH2:25][CH2:24][C@H:23]([NH2:26])[CH2:22]2)[CH3:10])[C:5]([C:37]#[N:38])=[C:4]([CH3:39])[N:3]=1. (3) Given the reactants [C:1]([C:3]1[CH:4]=[CH:5][C:6]2[N:7]([C:9]([C:12]([O:14]CC)=[O:13])=[CH:10][N:11]=2)[CH:8]=1)#[N:2].[CH3:17][O:18][CH2:19][C:20]([NH:22][NH2:23])=O.C[O-].[Na+], predict the reaction product. The product is: [CH3:17][O:18][CH2:19][C:20]1[N:2]=[C:1]([C:3]2[CH:4]=[CH:5][C:6]3[N:7]([C:9]([C:12]([OH:14])=[O:13])=[CH:10][N:11]=3)[CH:8]=2)[NH:23][N:22]=1. (4) The product is: [CH:30]1([NH:29][C:22]2[N:21]=[C:20]([NH:17][C:14]3[CH:15]=[CH:16][C:11]([O:10][CH2:9][CH:6]4[CH2:7][CH2:8][N:3]([CH2:1][CH3:2])[CH2:4][CH2:5]4)=[CH:12][C:13]=3[CH3:18])[N:28]=[C:27]3[C:23]=2[N:24]=[CH:25][NH:26]3)[CH2:31][CH2:32][CH2:33][CH2:34][CH2:35]1. Given the reactants [CH2:1]([N:3]1[CH2:8][CH2:7][CH:6]([CH2:9][O:10][C:11]2[CH:16]=[CH:15][C:14]([NH2:17])=[C:13]([CH3:18])[CH:12]=2)[CH2:5][CH2:4]1)[CH3:2].Cl[C:20]1[N:28]=[C:27]2[C:23]([N:24]=[CH:25][NH:26]2)=[C:22]([NH:29][CH:30]2[CH2:35][CH2:34][CH2:33][CH2:32][CH2:31]2)[N:21]=1, predict the reaction product. (5) The product is: [N:14]1[C:18]2([CH2:19][CH2:20][CH2:21][CH2:22]2)[CH2:17][S:16][C:15]=1[NH:23][C:24]1[CH:25]=[CH:26][C:27]([O:30][C:11]([N:2]2[CH2:3][CH2:4][C:5]3[C:10](=[CH:9][CH:8]=[CH:7][CH:6]=3)[CH2:1]2)=[O:12])=[N:28][CH:29]=1. Given the reactants [CH2:1]1[C:10]2[C:5](=[CH:6][CH:7]=[CH:8][CH:9]=2)[CH2:4][CH2:3][N:2]1[C:11](Cl)=[O:12].[N:14]1[C:18]2([CH2:22][CH2:21][CH2:20][CH2:19]2)[CH2:17][S:16][C:15]=1[NH:23][C:24]1[CH:25]=[CH:26][C:27]([OH:30])=[N:28][CH:29]=1.N12CCN(CC1)CC2, predict the reaction product. (6) Given the reactants [CH3:1][C:2]1[CH:3]=[C:4]([CH:7]=[CH:8][CH:9]=1)[CH2:5][OH:6].[ClH:10].[NH2:11][CH2:12][C:13](=[O:19])[CH2:14][CH2:15][C:16](O)=[O:17], predict the reaction product. The product is: [ClH:10].[NH2:11][CH2:12][C:13](=[O:19])[CH2:14][CH2:15][C:16]([O:6][CH2:5][C:4]1[CH:7]=[CH:8][CH:9]=[C:2]([CH3:1])[CH:3]=1)=[O:17]. (7) Given the reactants [CH3:1][O:2][C:3]1[C:11]2[S:10][CH:9]=[CH:8][C:7]=2[CH:6]=[CH:5][CH:4]=1.C([Li])CCC.S([C:27]#[N:28])(C1C=CC(C)=CC=1)(=O)=O, predict the reaction product. The product is: [CH3:1][O:2][C:3]1[C:11]2[S:10][C:9]([C:27]#[N:28])=[CH:8][C:7]=2[CH:6]=[CH:5][CH:4]=1. (8) Given the reactants [F:1][C:2]1[CH:3]=[N:4][C:5]([NH:11][CH2:12][C:13]([F:19])([F:18])[C:14]([F:17])([F:16])[F:15])=[C:6]([CH:10]=1)[C:7]([OH:9])=O.[CH3:20][C:21]([NH2:25])([C:23]#[CH:24])[CH3:22].CCN=C=NCCCN(C)C.CCN(C(C)C)C(C)C.C1C=CC2N(O)N=NC=2C=1, predict the reaction product. The product is: [F:1][C:2]1[CH:3]=[N:4][C:5]([NH:11][CH2:12][C:13]([F:19])([F:18])[C:14]([F:17])([F:16])[F:15])=[C:6]([CH:10]=1)[C:7]([NH:25][C:21]([CH3:22])([C:23]#[CH:24])[CH3:20])=[O:9]. (9) Given the reactants Br[C:2]1[CH:7]=[CH:6][CH:5]=[C:4]([Br:8])[CH:3]=1.C(=O)([O-])[O-].[K+].[K+].[CH:15]([C:17]1[CH:18]=[C:19](B(O)O)[CH:20]=[CH:21][CH:22]=1)=[CH2:16], predict the reaction product. The product is: [Br:8][C:4]1[CH:3]=[C:2]([C:21]2[CH:20]=[CH:19][CH:18]=[C:17]([CH:15]=[CH2:16])[CH:22]=2)[CH:7]=[CH:6][CH:5]=1. (10) Given the reactants [Br:1][C:2]1[CH:3]=[C:4]2[C:8](=[CH:9][CH:10]=1)[CH:7]([C:11]([OH:13])=[O:12])[CH2:6][CH2:5]2.Cl.[CH3:15]O, predict the reaction product. The product is: [CH3:15][O:12][C:11]([CH:7]1[C:8]2[C:4](=[CH:3][C:2]([Br:1])=[CH:10][CH:9]=2)[CH2:5][CH2:6]1)=[O:13].